Dataset: Forward reaction prediction with 1.9M reactions from USPTO patents (1976-2016). Task: Predict the product of the given reaction. (1) Given the reactants [F:1][CH:2]([F:17])[C:3]1[C:4]([C:11]2[CH:12]=[N:13][N:14]([CH3:16])[CH:15]=2)=[CH:5][C:6]([F:10])=[C:7]([CH:9]=1)[NH2:8].Br[C:19]1[C:23]2[CH2:24][N:25]([C:28](=[O:30])[CH3:29])[CH2:26][CH2:27][C:22]=2[N:21]([CH:31]2[CH2:34][O:33][CH2:32]2)[N:20]=1.C1(P(C2CCCCC2)C2C(OC)=CC=C(OC)C=2C2C(C(C)C)=CC(C(C)C)=CC=2C(C)C)CCCCC1.COC(C)(C)C.CC([O-])(C)C.[Na+], predict the reaction product. The product is: [F:17][CH:2]([F:1])[C:3]1[C:4]([C:11]2[CH:12]=[N:13][N:14]([CH3:16])[CH:15]=2)=[CH:5][C:6]([F:10])=[C:7]([CH:9]=1)[NH:8][C:19]1[C:23]2[CH2:24][N:25]([C:28](=[O:30])[CH3:29])[CH2:26][CH2:27][C:22]=2[N:21]([CH:31]2[CH2:32][O:33][CH2:34]2)[N:20]=1. (2) Given the reactants [CH3:1][N:2]([CH3:32])[S:3]([N:6]1[C:10]([CH2:11][CH:12]([C:14]2C=[CH:22][C:17]3[O:18][CH2:19][CH2:20][O:21][C:16]=3[CH:15]=2)O)=[C:9]([CH3:24])[N:8]=[C:7]1[Si](C(C)(C)C)(C)C)(=[O:5])=[O:4].[F-].C([N+](CCCC)(CCCC)CCCC)CCC.C1C[O:54]CC1, predict the reaction product. The product is: [CH3:32][N:2]([CH3:1])[S:3]([N:6]1[C:10]([CH:11]([C:12]2[CH:14]=[CH:15][C:16]3[O:21][CH2:20][CH2:19][O:18][C:17]=3[CH:22]=2)[OH:54])=[C:9]([CH3:24])[N:8]=[CH:7]1)(=[O:4])=[O:5]. (3) The product is: [C:1]([O:5][C:6](=[O:21])[CH2:7][O:8][C:9]1[C:14]2[CH2:15][CH2:16][CH2:17][CH2:18][CH:19]([NH:20][S:38]([C:35]3[CH:36]=[CH:37][C:32]([I:31])=[CH:33][CH:34]=3)(=[O:40])=[O:39])[C:13]=2[CH:12]=[CH:11][CH:10]=1)([CH3:4])([CH3:2])[CH3:3]. Given the reactants [C:1]([O:5][C:6](=[O:21])[CH2:7][O:8][C:9]1[C:14]2[CH2:15][CH2:16][CH2:17][CH2:18][CH:19]([NH2:20])[C:13]=2[CH:12]=[CH:11][CH:10]=1)([CH3:4])([CH3:3])[CH3:2].C(N(C(C)C)CC)(C)C.[I:31][C:32]1[CH:37]=[CH:36][C:35]([S:38](Cl)(=[O:40])=[O:39])=[CH:34][CH:33]=1, predict the reaction product. (4) Given the reactants C([N:5]1[CH2:9][CH2:8][CH2:7][C:6]1=O)=CCC.C(OC)(=O)[C:12]1[CH:17]=[CH:16][CH:15]=[N:14][CH:13]=1, predict the reaction product. The product is: [CH:16]1[CH:15]=[N:14][CH:13]=[C:12]([C:6]2[CH2:7][CH2:8][CH2:9][N:5]=2)[CH:17]=1. (5) Given the reactants [NH2:1][C:2]1[CH:7]=[CH:6][CH:5]=[CH:4][C:3]=1[OH:8].C(N(CC)CC)C.[I:16][C:17]1[CH:25]=[CH:24][C:20]([C:21](Cl)=[O:22])=[CH:19][CH:18]=1.O, predict the reaction product. The product is: [I:16][C:17]1[CH:25]=[CH:24][C:20]([C:21]([NH:1][C:2]2[CH:7]=[CH:6][CH:5]=[CH:4][C:3]=2[OH:8])=[O:22])=[CH:19][CH:18]=1. (6) Given the reactants [CH3:1][O:2][C:3](=[O:15])/[CH:4]=[CH:5]/[C:6]1[CH:11]=[CH:10][C:9]([NH:12][CH3:13])=[C:8]([NH2:14])[CH:7]=1.[NH2:16][C:17]1([C:21](O)=O)[CH2:20][CH2:19][CH2:18]1, predict the reaction product. The product is: [CH3:1][O:2][C:3](=[O:15])/[CH:4]=[CH:5]/[C:6]1[CH:11]=[CH:10][C:9]2[N:12]([CH3:13])[C:21]([C:17]3([NH2:16])[CH2:18][CH2:19][CH2:20]3)=[N:14][C:8]=2[CH:7]=1. (7) Given the reactants C[O:2][C:3](=[O:22])[CH:4]([C:11]1[CH:16]=[CH:15][C:14]([S:17]([CH3:20])(=[O:19])=[O:18])=[C:13]([Cl:21])[CH:12]=1)[O:5][CH:6]1[CH2:10][CH2:9][CH2:8][CH2:7]1.[OH-].[K+], predict the reaction product. The product is: [Cl:21][C:13]1[CH:12]=[C:11]([CH:4]([O:5][CH:6]2[CH2:10][CH2:9][CH2:8][CH2:7]2)[C:3]([OH:22])=[O:2])[CH:16]=[CH:15][C:14]=1[S:17]([CH3:20])(=[O:19])=[O:18].